This data is from Reaction yield outcomes from USPTO patents with 853,638 reactions. The task is: Predict the reaction yield, written as a fraction of the theoretical maximum amount of product (1.0 means a 100% yield; for example, 0.34 means a 34% yield). (1) The reactants are [H-].[Na+].[CH:3]1([CH2:6][OH:7])[CH2:5][CH2:4]1.C[O:9][C:10]([C:12]1[C:17](C)=[CH:16][C:15]([Br:19])=[C:14](Cl)[N:13]=1)=[O:11]. No catalyst specified. The product is [Br:19][C:15]1[CH:16]=[CH:17][C:12]([C:10]([OH:11])=[O:9])=[N:13][C:14]=1[O:7][CH2:6][CH:3]1[CH2:5][CH2:4]1. The yield is 0.767. (2) The reactants are [NH2:1][C@:2]12[CH2:37][CH2:36][C@@H:35]([C:38]([CH3:40])=[CH2:39])[C@@H:3]1[C@@H:4]1[C@@:17]([CH3:20])([CH2:18][CH2:19]2)[C@@:16]2([CH3:21])[C@@H:7]([C@:8]3([CH3:34])[C@@H:13]([CH2:14][CH2:15]2)[C:12]([CH3:23])([CH3:22])[C:11]([C:24]2[CH:33]=[CH:32][C:27]([C:28]([O:30]C)=[O:29])=[CH:26][CH:25]=2)=[CH:10][CH2:9]3)[CH2:6][CH2:5]1.Cl[CH2:42][CH2:43][NH:44][CH:45]1[CH2:49][CH2:48][S:47](=[O:51])(=[O:50])[CH2:46]1.P([O-])([O-])([O-])=O.[K+].[K+].[K+].[I-].[K+]. The catalyst is C(#N)C. The product is [O:50]=[S:47]1(=[O:51])[CH2:48][CH2:49][CH:45]([NH:44][CH2:43][CH2:42][NH:1][C@:2]23[CH2:37][CH2:36][C@@H:35]([C:38]([CH3:40])=[CH2:39])[C@@H:3]2[C@@H:4]2[C@@:17]([CH3:20])([CH2:18][CH2:19]3)[C@@:16]3([CH3:21])[C@@H:7]([C@:8]4([CH3:34])[C@@H:13]([CH2:14][CH2:15]3)[C:12]([CH3:23])([CH3:22])[C:11]([C:24]3[CH:25]=[CH:26][C:27]([C:28]([OH:30])=[O:29])=[CH:32][CH:33]=3)=[CH:10][CH2:9]4)[CH2:6][CH2:5]2)[CH2:46]1. The yield is 0.620. (3) The reactants are [S:1]1[C:5]([C:6]([C:14]2[CH:15]=[C:16]3[C:21](=[CH:22][CH:23]=2)[N:20]=[C:19]([O:24]C)[CH:18]=[C:17]3[C:26]2[CH:31]=[CH:30][CH:29]=[C:28]([Cl:32])[CH:27]=2)([C:8]2[N:9]([CH3:13])[CH:10]=[N:11][CH:12]=2)[OH:7])=[CH:4][C:3]2[CH:33]=[CH:34][CH:35]=[CH:36][C:2]1=2.Cl. The catalyst is C1COCC1. The product is [S:1]1[C:5]([C:6]([OH:7])([C:8]2[N:9]([CH3:13])[CH:10]=[N:11][CH:12]=2)[C:14]2[CH:15]=[C:16]3[C:21](=[CH:22][CH:23]=2)[NH:20][C:19](=[O:24])[CH:18]=[C:17]3[C:26]2[CH:31]=[CH:30][CH:29]=[C:28]([Cl:32])[CH:27]=2)=[CH:4][C:3]2[CH:33]=[CH:34][CH:35]=[CH:36][C:2]1=2. The yield is 0.280. (4) The reactants are [F:1][C:2]1[CH:7]=[CH:6][C:5]([C:8]2[O:9][C:10]3[CH:20]=[CH:19][C:18]([C:21]4[CH:26]=[C:25]([C:27](=[O:38])[NH:28][C:29]5([C:32]6[CH:37]=[CH:36][CH:35]=[CH:34][N:33]=6)[CH2:31][CH2:30]5)[CH:24]=[CH:23][C:22]=4[O:39]C)=[CH:17][C:11]=3[C:12]=2[C:13]([NH:15][CH3:16])=[O:14])=[CH:4][CH:3]=1.[B-](Br)(Br)(Br)[S+](C)C. The catalyst is ClCCCl. The product is [F:1][C:2]1[CH:7]=[CH:6][C:5]([C:8]2[O:9][C:10]3[CH:20]=[CH:19][C:18]([C:21]4[CH:26]=[C:25]([C:27](=[O:38])[NH:28][C:29]5([C:32]6[CH:37]=[CH:36][CH:35]=[CH:34][N:33]=6)[CH2:30][CH2:31]5)[CH:24]=[CH:23][C:22]=4[OH:39])=[CH:17][C:11]=3[C:12]=2[C:13]([NH:15][CH3:16])=[O:14])=[CH:4][CH:3]=1. The yield is 0.600. (5) The reactants are II.[Br:3][C:4]1[CH:5]=[CH:6][C:7]([N:10]2[CH2:14][CH2:13][C@@H:12]([NH:15][C:16](=O)[CH2:17][O:18]C)[CH2:11]2)=[N:8][CH:9]=1.[BH4-].[Na+]. The catalyst is O1CCCC1. The product is [Br:3][C:4]1[CH:5]=[CH:6][C:7]([N:10]2[CH2:14][CH2:13][C@@H:12]([NH:15][CH2:16][CH2:17][OH:18])[CH2:11]2)=[N:8][CH:9]=1. The yield is 0.260.